From a dataset of Catalyst prediction with 721,799 reactions and 888 catalyst types from USPTO. Predict which catalyst facilitates the given reaction. (1) Reactant: [CH3:1][O:2][C:3]1[CH:4]=[C:5]([N:9]=[C:10]=[O:11])[CH:6]=[CH:7][CH:8]=1.[CH3:12][O:13][C:14]1[CH:15]=[C:16]2[C:21](=[CH:22][C:23]=1[O:24][CH3:25])[N:20]=[CH:19][N:18]=[C:17]2[NH:26][C:27]1[S:28][C:29]2[CH:35]=[C:34]([NH2:36])[CH:33]=[CH:32][C:30]=2[N:31]=1. Product: [CH3:12][O:13][C:14]1[CH:15]=[C:16]2[C:21](=[CH:22][C:23]=1[O:24][CH3:25])[N:20]=[CH:19][N:18]=[C:17]2[NH:26][C:27]1[S:28][C:29]2[CH:35]=[C:34]([NH:36][C:10]([NH:9][C:5]3[CH:6]=[CH:7][CH:8]=[C:3]([O:2][CH3:1])[CH:4]=3)=[O:11])[CH:33]=[CH:32][C:30]=2[N:31]=1. The catalyst class is: 6. (2) Reactant: [NH2:1][C:2]1[C:3]2[C:10]([I:11])=[CH:9][N:8]([CH:12]3[CH2:15][C:14]([CH2:17][N:18]=[N+]=[N-])([OH:16])[CH2:13]3)[C:4]=2[N:5]=[CH:6][N:7]=1.C1(P(C2C=CC=CC=2)C2C=CC=CC=2)C=CC=CC=1.[OH-].[NH4+].C1COCC1. Product: [NH2:1][C:2]1[C:3]2[C:10]([I:11])=[CH:9][N:8]([CH:12]3[CH2:15][C:14]([CH2:17][NH2:18])([OH:16])[CH2:13]3)[C:4]=2[N:5]=[CH:6][N:7]=1. The catalyst class is: 24. (3) Reactant: [Br:1][C:2]1[CH:3]=[C:4]([CH2:9][CH2:10][CH2:11][CH2:12][OH:13])[CH:5]=[CH:6][C:7]=1[Cl:8].CC(C)=[O:16].OS(O)(=O)=O.O=[Cr](=O)=O.CC(O)C. Product: [Br:1][C:2]1[CH:3]=[C:4]([CH2:9][CH2:10][CH2:11][C:12]([OH:16])=[O:13])[CH:5]=[CH:6][C:7]=1[Cl:8]. The catalyst class is: 21. (4) Reactant: [NH2:1][C:2]1[CH:21]=[C:20]([O:22][CH3:23])[C:19]([O:24][CH3:25])=[CH:18][C:3]=1[C:4]([NH:6][C:7]1[CH:12]=[CH:11][C:10]([C:13]([C:16]#[N:17])([CH3:15])[CH3:14])=[CH:9][CH:8]=1)=[O:5].[CH3:26][S:27](Cl)(=[O:29])=[O:28].C([O-])([O-])=O.[K+].[K+]. Product: [C:16]([C:13]([CH3:15])([CH3:14])[C:10]1[CH:11]=[CH:12][C:7]([NH:6][C:4](=[O:5])[C:3]2[CH:18]=[C:19]([O:24][CH3:25])[C:20]([O:22][CH3:23])=[CH:21][C:2]=2[NH:1][S:27]([CH3:26])(=[O:29])=[O:28])=[CH:8][CH:9]=1)#[N:17]. The catalyst class is: 2. (5) Reactant: [N+:1]([C:4]1[CH:9]=[CH:8][C:7]([N:10]([CH2:18][CH2:19][N:20]2[C:24]([NH:25][C:26]([C:39]3[CH:44]=[CH:43][CH:42]=[CH:41][CH:40]=3)([C:33]3[CH:38]=[CH:37][CH:36]=[CH:35][CH:34]=3)[C:27]3[CH:32]=[CH:31][CH:30]=[CH:29][CH:28]=3)=[CH:23][CH:22]=[N:21]2)[C:11](=[O:17])[O:12][C:13]([CH3:16])([CH3:15])[CH3:14])=[CH:6][CH:5]=1)([O-])=O.[H][H]. Product: [NH2:1][C:4]1[CH:5]=[CH:6][C:7]([N:10]([CH2:18][CH2:19][N:20]2[C:24]([NH:25][C:26]([C:39]3[CH:40]=[CH:41][CH:42]=[CH:43][CH:44]=3)([C:33]3[CH:34]=[CH:35][CH:36]=[CH:37][CH:38]=3)[C:27]3[CH:28]=[CH:29][CH:30]=[CH:31][CH:32]=3)=[CH:23][CH:22]=[N:21]2)[C:11](=[O:17])[O:12][C:13]([CH3:16])([CH3:15])[CH3:14])=[CH:8][CH:9]=1. The catalyst class is: 78. (6) Reactant: [OH:1][C:2]1[CH:7]=[C:6]([OH:8])[N:5]=[CH:4][N:3]=1.Cl[C:10]([N+]([O-])=O)=[CH:11][C:12]1[CH:17]=[CH:16][CH:15]=[CH:14][CH:13]=1.C1CCN2C(=NCCC2)CC1. Product: [C:12]1([C:11]2[C:7]3[C:6](=[O:8])[NH:5][CH:4]=[N:3][C:2]=3[O:1][CH:10]=2)[CH:17]=[CH:16][CH:15]=[CH:14][CH:13]=1. The catalyst class is: 14. (7) Reactant: [OH:1][CH2:2][C:3]1[N:4]=[N:5][N:6]([C:8]2[CH:22]=[CH:21][CH:20]=[CH:19][C:9]=2[CH2:10][NH:11][C:12](=[O:18])[O:13][C:14]([CH3:17])([CH3:16])[CH3:15])[CH:7]=1. Product: [CH:2]([C:3]1[N:4]=[N:5][N:6]([C:8]2[CH:22]=[CH:21][CH:20]=[CH:19][C:9]=2[CH2:10][NH:11][C:12](=[O:18])[O:13][C:14]([CH3:17])([CH3:16])[CH3:15])[CH:7]=1)=[O:1]. The catalyst class is: 177.